The task is: Predict which catalyst facilitates the given reaction.. This data is from Catalyst prediction with 721,799 reactions and 888 catalyst types from USPTO. (1) Product: [C:4]1([C@@H:7]2[CH2:9][C@H:8]2[C:10]([OH:11])=[O:14])[CH:3]=[CH:2][CH:1]=[CH:6][CH:5]=1. The catalyst class is: 95. Reactant: [C:1]1(C)[CH:6]=[CH:5][C:4]([CH:7]2[CH2:9][CH:8]2[CH:10]=[O:11])=[CH:3][CH:2]=1.Cl([O-])=[O:14].[Na+].P([O-])(O)(O)=O.[Na+].CC(=CC)C. (2) Reactant: C([Li])CCC.O1CCCC1.Br[C:12]1[CH:17]=[CH:16][C:15]([C:18]2[NH:19][C:20](=[O:34])[C:21]3[N:26]([CH:27]4[CH2:32][CH2:31][CH2:30][CH2:29][CH2:28]4)[N:25]=[C:24]([CH3:33])[C:22]=3[N:23]=2)=[C:14]([O:35][CH3:36])[CH:13]=1.[CH3:37][N:38]1[CH2:43][CH2:42][C:41](=[O:44])[CH2:40][CH2:39]1. Product: [CH:27]1([N:26]2[C:21]3[C:20](=[O:34])[NH:19][C:18]([C:15]4[CH:16]=[CH:17][C:12]([C:41]5([OH:44])[CH2:42][CH2:43][N:38]([CH3:37])[CH2:39][CH2:40]5)=[CH:13][C:14]=4[O:35][CH3:36])=[N:23][C:22]=3[C:24]([CH3:33])=[N:25]2)[CH2:32][CH2:31][CH2:30][CH2:29][CH2:28]1. The catalyst class is: 6. (3) Reactant: [N:1]1([C:6]([C:13]2[CH:18]=[CH:17][CH:16]=[CH:15][CH:14]=2)=[CH:7][C:8]([O:10][CH2:11][CH3:12])=[O:9])[CH:5]=[CH:4][N:3]=[CH:2]1.[H][H]. Product: [N:1]1([CH:6]([C:13]2[CH:18]=[CH:17][CH:16]=[CH:15][CH:14]=2)[CH2:7][C:8]([O:10][CH2:11][CH3:12])=[O:9])[CH:5]=[CH:4][N:3]=[CH:2]1. The catalyst class is: 29. (4) Reactant: N[C:2]1[CH:17]=[CH:16][C:5]([O:6][C:7]2[CH:12]=[CH:11][N:10]=[C:9]([C:13]([NH2:15])=[O:14])[CH:8]=2)=[C:4]([F:18])[CH:3]=1.FC1C=C(NC(=O)CC(NC2C=CC(F)=CC=2)=O)C=CC=1OC1C=C[N:30]=C(NCCN2CCOCC2)C=1.[F:56][C:57]1[CH:72]=[CH:71][C:60]([CH2:61][NH:62][C:63]([C:65]2([C:68]([OH:70])=O)[CH2:67][CH2:66]2)=[O:64])=[CH:59][CH:58]=1.CN(C(ON1N=NC2C=CC=NC1=2)=[N+](C)C)C.F[P-](F)(F)(F)(F)F.CCN(C(C)C)C(C)C. Product: [F:56][C:57]1[CH:58]=[CH:59][C:60]([CH2:61][N:62]([C:2]2[CH:17]=[CH:16][C:5]([O:6][C:7]3[CH:12]=[CH:11][N:10]=[C:9]([C:13](=[O:14])[NH2:15])[CH:8]=3)=[C:4]([F:18])[CH:3]=2)[C:63]([C:65]2([C:68]([NH2:30])=[O:70])[CH2:66][CH2:67]2)=[O:64])=[CH:71][CH:72]=1. The catalyst class is: 3. (5) Reactant: [C:1]([O:5][C:6]([N:8]1[CH2:11][CH:10]([CH2:12][NH:13][CH2:14][C:15]2[C:20]([CH3:21])=[CH:19][CH:18]=[CH:17][N:16]=2)[CH2:9]1)=[O:7])([CH3:4])([CH3:3])[CH3:2].[CH3:22][C:23]1[C:24]([CH:29]=O)=[N:25][CH:26]=[CH:27][CH:28]=1.[BH-](OC(C)=O)(OC(C)=O)OC(C)=O.[Na+]. Product: [C:1]([O:5][C:6]([N:8]1[CH2:9][CH:10]([CH2:12][N:13]([CH2:29][C:24]2[C:23]([CH3:22])=[CH:28][CH:27]=[CH:26][N:25]=2)[CH2:14][C:15]2[C:20]([CH3:21])=[CH:19][CH:18]=[CH:17][N:16]=2)[CH2:11]1)=[O:7])([CH3:4])([CH3:3])[CH3:2]. The catalyst class is: 2. (6) Product: [CH3:1][O:2][C:3]1[C:4]([CH3:34])=[C:5]([C:25]([O:32][CH3:33])=[C:26]([O:30][CH3:31])[C:27]=1[O:28][CH3:29])[CH2:6][C:7]1[CH:8]=[CH:9][C:10]([C:43]2[CH:48]=[CH:47][CH:46]=[CH:45][CH:44]=2)=[C:11]([CH:16]=1)[C:35]([O:36][CH3:52])=[O:38]. The catalyst class is: 13. Reactant: [CH3:1][O:2][C:3]1[C:4]([CH3:34])=[C:5]([C:25]([O:32][CH3:33])=[C:26]([O:30][CH3:31])[C:27]=1[O:28][CH3:29])[CH2:6][C:7]1[CH:8]=[C:9](OS(C(F)(F)F)(=O)=O)[CH:10]=[C:11]([CH:16]=1)C(OC)=O.[C:35](=[O:38])([O-])[O-:36].[Na+].[Na+].[Cl-].[Li+].[C:43]1(B(O)O)[CH:48]=[CH:47][CH:46]=[CH:45][CH:44]=1.[C:52]1(C)C=CC=CC=1.